This data is from NCI-60 drug combinations with 297,098 pairs across 59 cell lines. The task is: Regression. Given two drug SMILES strings and cell line genomic features, predict the synergy score measuring deviation from expected non-interaction effect. (1) Drug 2: CC1=C(C=C(C=C1)C(=O)NC2=CC(=CC(=C2)C(F)(F)F)N3C=C(N=C3)C)NC4=NC=CC(=N4)C5=CN=CC=C5. Synergy scores: CSS=-1.61, Synergy_ZIP=4.51, Synergy_Bliss=5.70, Synergy_Loewe=2.31, Synergy_HSA=0.369. Cell line: OVCAR3. Drug 1: C1CCC(C1)C(CC#N)N2C=C(C=N2)C3=C4C=CNC4=NC=N3. (2) Drug 1: C1CC(C1)(C(=O)O)C(=O)O.[NH2-].[NH2-].[Pt+2]. Drug 2: CN1C(=O)N2C=NC(=C2N=N1)C(=O)N. Cell line: MDA-MB-435. Synergy scores: CSS=-2.85, Synergy_ZIP=-0.670, Synergy_Bliss=-2.60, Synergy_Loewe=-5.91, Synergy_HSA=-4.64. (3) Drug 1: CCCS(=O)(=O)NC1=C(C(=C(C=C1)F)C(=O)C2=CNC3=C2C=C(C=N3)C4=CC=C(C=C4)Cl)F. Drug 2: C1CC(C1)(C(=O)O)C(=O)O.[NH2-].[NH2-].[Pt+2]. Cell line: SF-268. Synergy scores: CSS=29.8, Synergy_ZIP=2.30, Synergy_Bliss=4.29, Synergy_Loewe=-22.1, Synergy_HSA=2.05. (4) Drug 1: C1=CC(=CC=C1CC(C(=O)O)N)N(CCCl)CCCl.Cl. Drug 2: CN(C(=O)NC(C=O)C(C(C(CO)O)O)O)N=O. Cell line: HS 578T. Synergy scores: CSS=11.7, Synergy_ZIP=-2.78, Synergy_Bliss=-1.73, Synergy_Loewe=-6.72, Synergy_HSA=-4.24. (5) Drug 1: C1=CN(C=N1)CC(O)(P(=O)(O)O)P(=O)(O)O. Drug 2: CC(C)NC(=O)C1=CC=C(C=C1)CNNC.Cl. Cell line: NCI-H226. Synergy scores: CSS=-5.72, Synergy_ZIP=4.17, Synergy_Bliss=3.39, Synergy_Loewe=-2.75, Synergy_HSA=-3.17. (6) Drug 1: C1=CC(=CC=C1CCC2=CNC3=C2C(=O)NC(=N3)N)C(=O)NC(CCC(=O)O)C(=O)O. Drug 2: CC1=C2C(C(=O)C3(C(CC4C(C3C(C(C2(C)C)(CC1OC(=O)C(C(C5=CC=CC=C5)NC(=O)C6=CC=CC=C6)O)O)OC(=O)C7=CC=CC=C7)(CO4)OC(=O)C)O)C)OC(=O)C. Cell line: SK-MEL-2. Synergy scores: CSS=37.3, Synergy_ZIP=-3.48, Synergy_Bliss=-1.88, Synergy_Loewe=-26.2, Synergy_HSA=-0.246. (7) Drug 2: C1CCC(C(C1)N)N.C(=O)(C(=O)[O-])[O-].[Pt+4]. Synergy scores: CSS=19.7, Synergy_ZIP=-9.19, Synergy_Bliss=-1.64, Synergy_Loewe=-1.59, Synergy_HSA=0.306. Drug 1: C1CN1P(=S)(N2CC2)N3CC3. Cell line: SF-268.